From a dataset of Reaction yield outcomes from USPTO patents with 853,638 reactions. Predict the reaction yield, written as a fraction of the theoretical maximum amount of product (1.0 means a 100% yield; for example, 0.34 means a 34% yield). (1) The reactants are [Cl:1][C:2]1[CH:10]=[C:9]2[C:5]([CH2:6][C:7](=[O:11])[NH:8]2)=[CH:4][CH:3]=1.[Cl:12][C:13]1[C:14]([F:21])=[C:15]([CH:18]=[CH:19][CH:20]=1)[CH:16]=O.N1CCCCC1. The catalyst is CO. The product is [Cl:1][C:2]1[CH:10]=[C:9]2[C:5](/[C:6](=[CH:16]/[C:15]3[CH:18]=[CH:19][CH:20]=[C:13]([Cl:12])[C:14]=3[F:21])/[C:7](=[O:11])[NH:8]2)=[CH:4][CH:3]=1. The yield is 0.890. (2) The reactants are Cl[CH2:2][C:3]1[C:12]([OH:13])=[CH:11][CH:10]=[C:9]2[C:4]=1[CH2:5][CH2:6][CH2:7][C:8]2=[O:14].[C:15]([O:19][CH3:20])(=[O:18])[CH2:16][SH:17]. No catalyst specified. The product is [CH3:20][O:19][C:15](=[O:18])[CH2:16][S:17][CH2:2][C:3]1[C:4]2[CH2:5][CH2:6][CH2:7][C:8](=[O:14])[C:9]=2[CH:10]=[CH:11][C:12]=1[OH:13]. The yield is 0.520.